Dataset: Peptide-MHC class II binding affinity with 134,281 pairs from IEDB. Task: Regression. Given a peptide amino acid sequence and an MHC pseudo amino acid sequence, predict their binding affinity value. This is MHC class II binding data. The MHC is HLA-DQA10501-DQB10201 with pseudo-sequence HLA-DQA10501-DQB10201. The binding affinity (normalized) is 0.353. The peptide sequence is PEQPQQSFPEQERP.